This data is from Drug-target binding data from BindingDB using IC50 measurements. The task is: Regression. Given a target protein amino acid sequence and a drug SMILES string, predict the binding affinity score between them. We predict pIC50 (pIC50 = -log10(IC50 in M); higher means more potent). Dataset: bindingdb_ic50. (1) The drug is Cn1c(-c2cccc(NC(=O)C(=O)Nc3ccc(-c4ccsc4)cc3)c2)c(I)c2cc(C(=O)O)c(O)cc21. The target protein (Q16825) has sequence MPLPFGLKLKRTRRYTVSSKSCLVARIQLLNNEFVEFTLSVESTGQESLEAVAQRLELREVTYFSLWYYNKQNQRRWVDLEKPLKKQLDKYALEPTVYFGVVFYVPSVSQLQQEITRYQYYLQLKKDILEGSIPCTLEQAIQLAGLAVQADFGDFDQYESQDFLQKFALFPVGWLQDEKVLEEATQKVALLHQKYRGLTAPDAEMLYMQEVERMDGYGEESYPAKDSQGSDISIGACLEGIFVKHKNGRHPVVFRWHDIANMSHNKSFFALELANKEETIQFQTEDMETAKYIWRLCVARHKFYRLNQCNLQTQTVTVNPIRRRSSSRMSLPKPQPYVMPPPPQLHYNGHYTEPYASSQDNLFVPNQNGYYCHSQTSLDRAQIDLNGRIRNGSVYSAHSTNSLNNPQPYLQPSPMSSNPSITGSDVMRPDYLPSHRHSAVIPPSYRPTPDYETVMKQLNRGLVHAERQSHSLRNLNIGSSYAYSRPAALVYSQPEIREHA.... The pIC50 is 5.1. (2) The compound is N=c1n(CC(=O)N/N=C/c2ccc(/C=N/NC(=O)Cn3c(=N)n(Cc4ccccc4)c4ccccc43)cc2)c2ccccc2n1Cc1ccccc1. The target protein (O34483) has sequence MAKVRTKDVMEQFNLELISGEEGINRPITMSDLSRPGIEIAGYFTYYPRERVQLLGKTELSFFEQLPEEEKKQRMDSLCTDVTPAIILSRDMPIPQELIDASEKNGVPVLRSPLKTTRLSSRLTNFLESRLAPTTAIHGVLVDIYGVGVLITGKSGVGKSETALELVKRGHRLVADDCVEIRQEDQDTLVGNAPELIEHLLEIRGLGIINVMTLFGAGAVRSNKRITIVMNLELWEQGKQYDRLGLEEETMKIIDTEITKLTIPVRPGRNLAVIIEVAAMNFRLKRMGLNAAEQFTNKLADVIEDGEQEE. The pIC50 is 4.8. (3) The compound is CC(=O)N1CCN(c2ccc(OC[C@@H]3CO[C@](Cn4ccnc4)(c4ccc(Cl)cc4Cl)O3)cc2)CC1. The target protein (P15150) has sequence MALWAKARVRMAGPWLSLHEARLLGTRGAAAPKAVLPFEAMPRCPGNKWMRMLQIWKEQSSENMHLDMHQTFQELGPIFRYDVGGRHMVFVMLPEDVERLQQADSHHPQRMILEPWLAYRQARGHKCGVFLLNGPQWRLDRLRLNPDVLSLPALQKYTPLVDGVARDFSQTLKARVLQNARGSLTLDIAPSVFRYTIEASTLVLYGERLGLLTQQPNPDSLNFIHALEAMLKSTVQLMFVPRRLSRWMSTNMWREHFEAWDYIFQYANRAIQRIYQELALGHPWHYSGIVAELLMRADMTLDTIKANTIDLTAGSVDTTAFPLLMTLFELARNPEVQQAVRQESLVAEARISENPQRAITELPLLRAALKETLRLYPVGITLEREVSSDLVLQNYHIPAGTLVKVLLYSLGRNPAVFARPESYHPQRWLDRQGSGSRFPHLAFGFGVRQCLGRRVAEVEMLLLLHHVLKNFLVETLEQEDIKMVYRFILMPSTLPLFTFR.... The pIC50 is 6.9.